This data is from Reaction yield outcomes from USPTO patents with 853,638 reactions. The task is: Predict the reaction yield, written as a fraction of the theoretical maximum amount of product (1.0 means a 100% yield; for example, 0.34 means a 34% yield). (1) The reactants are [CH3:1][C:2]1[N:7]=[C:6]2[S:8][C:9]3[CH2:14][CH2:13][CH2:12][CH2:11][C:10]=3[C:5]2=[C:4]([C:15]2[CH:20]=[CH:19][C:18]([CH3:21])=[CH:17][CH:16]=2)[C:3]=1[CH2:22][C:23]([O:25][CH3:26])=[O:24].[Li+].C[Si]([N-][Si](C)(C)C)(C)C.[CH2:37]1[CH2:41]OC[CH2:38]1.ICCC. The catalyst is CN(C=O)C. The product is [CH3:1][C:2]1[N:7]=[C:6]2[S:8][C:9]3[CH2:14][CH2:13][CH2:12][CH2:11][C:10]=3[C:5]2=[C:4]([C:15]2[CH:16]=[CH:17][C:18]([CH3:21])=[CH:19][CH:20]=2)[C:3]=1[CH:22]([CH2:38][CH2:37][CH3:41])[C:23]([O:25][CH3:26])=[O:24]. The yield is 0.750. (2) The reactants are C([O-])([O-])=O.[Na+].[Na+].[Cl-].[Li+].FC(F)(F)S(O[C:15]1[CH2:21][CH:20]2[N:22]([C:23]([O:25][C:26]([CH3:29])([CH3:28])[CH3:27])=[O:24])[CH:17]([CH2:18][CH2:19]2)[CH:16]=1)(=O)=O.[C:32]1([CH3:41])[CH:37]=[CH:36][CH:35]=[CH:34][C:33]=1B(O)O.N#N. The catalyst is COCCOC.O.C1C=CC([P]([Pd]([P](C2C=CC=CC=2)(C2C=CC=CC=2)C2C=CC=CC=2)([P](C2C=CC=CC=2)(C2C=CC=CC=2)C2C=CC=CC=2)[P](C2C=CC=CC=2)(C2C=CC=CC=2)C2C=CC=CC=2)(C2C=CC=CC=2)C2C=CC=CC=2)=CC=1. The product is [C:32]1([CH3:41])[CH:37]=[CH:36][CH:35]=[CH:34][C:33]=1[C:15]1[CH2:21][CH:20]2[N:22]([C:23]([O:25][C:26]([CH3:29])([CH3:28])[CH3:27])=[O:24])[CH:17]([CH2:18][CH2:19]2)[CH:16]=1. The yield is 0.780.